From a dataset of Cav3 T-type calcium channel HTS with 100,875 compounds. Binary Classification. Given a drug SMILES string, predict its activity (active/inactive) in a high-throughput screening assay against a specified biological target. (1) The compound is O=C(NCCCN(C)C)CCc1[nH]c2c(c(=O)n1)cccc2. The result is 0 (inactive). (2) The result is 0 (inactive). The molecule is Brc1cc2c(=O)c3CCCCc3[nH]c2cc1. (3) The drug is s1c(c(NC(=O)C2C(CC=CC2)C(O)=O)cc1)C(OC)=O. The result is 0 (inactive). (4) The drug is S(=O)(=O)(n1nc(N)c(c1)c1c(OC)cccc1)c1ccc(cc1)C. The result is 0 (inactive). (5) The compound is S(CC(=O)NCCOc1cc(Oc2ccccc2)ccc1)Cc1[nH][nH]c(=O)n1. The result is 0 (inactive). (6) The result is 1 (active). The molecule is Fc1c(N(C(c2c3c([nH]c2)cccc3)C(=O)NCC2OCCC2)C(=O)Cn2nc(nn2)c2ccc(cc2)C)cccc1. (7) The drug is OC(CN1CCN(CC1)c1c(OC)cccc1)COc1cc2oc(=O)cc(c2cc1)C. The result is 0 (inactive).